Dataset: Full USPTO retrosynthesis dataset with 1.9M reactions from patents (1976-2016). Task: Predict the reactants needed to synthesize the given product. (1) Given the product [N+:10]([CH2:13][CH:6]1[CH2:5][CH:4]([CH2:3][CH:2]=[CH2:1])[C:8](=[O:9])[CH2:7]1)([O-:12])=[O:11], predict the reactants needed to synthesize it. The reactants are: [CH2:1]=[CH:2][CH2:3][CH:4]1[C:8](=[O:9])[CH:7]=[CH:6][CH2:5]1.[N+:10]([CH3:13])([O-:12])=[O:11]. (2) Given the product [C:2]([NH:5][C:6]1[CH:7]=[C:8]([CH:13]=[CH:14][CH:15]=1)[C:9]([NH:11][NH:12][C:29]([NH:28][CH:25]([CH3:27])[CH3:26])=[O:30])=[O:10])(=[O:4])[CH3:3], predict the reactants needed to synthesize it. The reactants are: [Cl-].[C:2]([NH:5][C:6]1[CH:7]=[C:8]([CH:13]=[CH:14][CH:15]=1)[C:9]([NH:11][NH3+:12])=[O:10])(=[O:4])[CH3:3].C(N(C(C)C)CC)(C)C.[CH:25]([N:28]=[C:29]=[O:30])([CH3:27])[CH3:26]. (3) Given the product [F:42][C:43]([F:50])([F:49])[CH2:44][NH:45][CH2:46][CH2:47][NH:48][C:24]([C:23]1[CH:22]=[C:21]([CH3:27])[NH:20][C:19]=1/[CH:18]=[C:10]1\[C:11](=[O:17])[NH:12][C:13]2[C:9]\1=[C:8]([C:4]1[CH:5]=[CH:6][CH:7]=[C:2]([F:1])[CH:3]=1)[CH:16]=[CH:15][CH:14]=2)=[O:25], predict the reactants needed to synthesize it. The reactants are: [F:1][C:2]1[CH:3]=[C:4]([C:8]2[CH:16]=[CH:15][CH:14]=[C:13]3[C:9]=2/[C:10](=[CH:18]/[C:19]2[NH:20][C:21]([CH3:27])=[CH:22][C:23]=2[C:24](O)=[O:25])/[C:11](=[O:17])[NH:12]3)[CH:5]=[CH:6][CH:7]=1.C1C=CC2N(O)N=NC=2C=1.C(Cl)CCl.[F:42][C:43]([F:50])([F:49])[CH2:44][NH:45][CH2:46][CH2:47][NH2:48]. (4) Given the product [CH2:12]1[C:1]2([CH2:8][CH2:7][CH2:6][CH2:5][CH2:4][CH2:3][CH2:2]2)[CH2:13][CH2:14][O:10][C:11]1=[O:15], predict the reactants needed to synthesize it. The reactants are: [CH:1]12B[CH:5]([CH2:6][CH2:7][CH2:8]1)[CH2:4][CH2:3][CH2:2]2.[O:10]1[CH2:14][CH2:13][CH2:12][CH2:11]1.[OH-:15].[Na+].OO.Cl. (5) Given the product [Cl:1][C:2]1[C:3]([C:24]([OH:26])=[O:25])=[C:4]2[CH:9]=[CH:8][CH:7]=[N:6][N:5]2[C:10]=1[CH:11]([CH:13]1[CH2:14][CH2:15][N:16]([CH2:19][C:20]([OH:23])([CH3:22])[CH3:21])[CH2:17][CH2:18]1)[CH3:12], predict the reactants needed to synthesize it. The reactants are: [Cl:1][C:2]1[C:3]([C:24]([O:26]CC)=[O:25])=[C:4]2[CH:9]=[CH:8][CH:7]=[N:6][N:5]2[C:10]=1[CH:11]([CH:13]1[CH2:18][CH2:17][N:16]([CH2:19][C:20]([OH:23])([CH3:22])[CH3:21])[CH2:15][CH2:14]1)[CH3:12].[OH-].[Na+].Cl.